This data is from Reaction yield outcomes from USPTO patents with 853,638 reactions. The task is: Predict the reaction yield, written as a fraction of the theoretical maximum amount of product (1.0 means a 100% yield; for example, 0.34 means a 34% yield). (1) The reactants are [CH3:1][O:2][C:3](=[O:21])[C:4]1[CH:9]=[C:8]([C:10](=[O:12])[CH3:11])[C:7]([C:13]([F:16])([F:15])[F:14])=[CH:6][C:5]=1[NH:17][C:18](=[O:20])[CH3:19]. The catalyst is [Pd].C1COCC1. The product is [CH3:1][O:2][C:3](=[O:21])[C:4]1[CH:9]=[C:8]([CH:10]([OH:12])[CH3:11])[C:7]([C:13]([F:16])([F:15])[F:14])=[CH:6][C:5]=1[NH:17][C:18](=[O:20])[CH3:19]. The yield is 0.910. (2) The reactants are [OH:1][C@H:2]1[C@@H:7]([OH:8])[C@H:6]([OH:9])[C@@H:5]([CH2:10][OH:11])[O:4][C@@H:3]1[C:12]#[C:13][C:14]1[CH:26]=[CH:25][C:24]2[C:23]3[C:18](=[CH:19][C:20]([C:27]#[C:28][C@@H:29]4[C@@H:34]([OH:35])[C@@H:33]([OH:36])[C@H:32]([OH:37])[C@@H:31]([CH2:38][OH:39])[O:30]4)=[CH:21][CH:22]=3)[N:17]([CH2:40][C:41]([O:43]CC)=[O:42])[C:16]=2[CH:15]=1.[OH-].[Na+]. The product is [OH:1][C@H:2]1[C@@H:7]([OH:8])[C@H:6]([OH:9])[C@@H:5]([CH2:10][OH:11])[O:4][C@@H:3]1[C:12]#[C:13][C:14]1[CH:26]=[CH:25][C:24]2[C:23]3[C:18](=[CH:19][C:20]([C:27]#[C:28][C@@H:29]4[C@@H:34]([OH:35])[C@@H:33]([OH:36])[C@H:32]([OH:37])[C@@H:31]([CH2:38][OH:39])[O:30]4)=[CH:21][CH:22]=3)[N:17]([CH2:40][C:41]([OH:43])=[O:42])[C:16]=2[CH:15]=1. The catalyst is CCO.O.O.CO. The yield is 0.887. (3) The reactants are [NH2:1][C:2]1[CH:10]=[C:9]([O:11][CH3:12])[CH:8]=[C:7]([O:13][CH3:14])[C:3]=1[C:4]([NH2:6])=[O:5].[C:15]([N:18]1[CH2:24][CH2:23][CH2:22][N:21]([C:25]2[CH:32]=[CH:31][C:28]([CH:29]=O)=[CH:27][CH:26]=2)[CH2:20][CH2:19]1)(=[O:17])[CH3:16].OS([O-])=O.[Na+].CC1C=CC(S(O)(=O)=O)=CC=1. The catalyst is CC(N(C)C)=O.C(Cl)Cl. The product is [C:15]([N:18]1[CH2:24][CH2:23][CH2:22][N:21]([C:25]2[CH:26]=[CH:27][C:28]([C:29]3[NH:6][C:4](=[O:5])[C:3]4[C:2](=[CH:10][C:9]([O:11][CH3:12])=[CH:8][C:7]=4[O:13][CH3:14])[N:1]=3)=[CH:31][CH:32]=2)[CH2:20][CH2:19]1)(=[O:17])[CH3:16]. The yield is 0.410. (4) No catalyst specified. The reactants are [CH3:1][C:2]1[CH:3]=[C:4]([OH:11])[C:5](=[CH:9][CH:10]=1)[C:6]([OH:8])=[O:7].O=S(Cl)Cl.[CH3:16]O. The yield is 0.720. The product is [CH3:16][O:7][C:6](=[O:8])[C:5]1[CH:9]=[CH:10][C:2]([CH3:1])=[CH:3][C:4]=1[OH:11]. (5) The reactants are [Al+3].[Cl-].[Cl-].[Cl-].[C:5](Cl)(=[O:14])[C:6]1[CH:11]=[CH:10][CH:9]=[C:8]([O:12][CH3:13])[CH:7]=1.[C:16]1([CH3:22])[CH:21]=[CH:20][CH:19]=[CH:18][CH:17]=1.Cl. The catalyst is C(Cl)Cl. The product is [CH3:22][C:16]1[CH:21]=[CH:20][C:19]([C:5]([C:6]2[CH:11]=[CH:10][CH:9]=[C:8]([O:12][CH3:13])[CH:7]=2)=[O:14])=[CH:18][CH:17]=1. The yield is 1.00.